Dataset: Forward reaction prediction with 1.9M reactions from USPTO patents (1976-2016). Task: Predict the product of the given reaction. Given the reactants [Br:1][C:2]1[C:7]([NH:8][S:9]([C:12]2[CH:17]=[CH:16][C:15]([Cl:18])=[C:14]([C:19]([F:22])([F:21])[F:20])[CH:13]=2)(=[O:11])=[O:10])=[CH:6][C:5]([CH3:23])=[CH:4][N:3]=1.[CH3:24][O:25][CH2:26]Cl.C([O-])([O-])=O.[K+].[K+], predict the reaction product. The product is: [Br:1][C:2]1[C:7]([N:8]([CH2:24][O:25][CH3:26])[S:9]([C:12]2[CH:17]=[CH:16][C:15]([Cl:18])=[C:14]([C:19]([F:22])([F:21])[F:20])[CH:13]=2)(=[O:10])=[O:11])=[CH:6][C:5]([CH3:23])=[CH:4][N:3]=1.